This data is from Full USPTO retrosynthesis dataset with 1.9M reactions from patents (1976-2016). The task is: Predict the reactants needed to synthesize the given product. (1) Given the product [N:1]1[CH:6]=[CH:5][CH:4]=[C:3]([C:7]2[O:20][C:11]([C:12]3[CH:13]=[C:14]([CH:15]=[CH:16][CH:17]=3)[C:18]#[N:19])=[N:10][N:9]=2)[CH:2]=1, predict the reactants needed to synthesize it. The reactants are: [N:1]1[CH:6]=[CH:5][CH:4]=[C:3]([C:7]([NH:9][NH:10][C:11](=[O:20])[C:12]2[CH:17]=[CH:16][CH:15]=[C:14]([C:18]#[N:19])[CH:13]=2)=O)[CH:2]=1.N1C=CC=CC=1.FC(F)(F)S(OS(C(F)(F)F)(=O)=O)(=O)=O.C(=O)(O)[O-].[Na+]. (2) Given the product [C:1]1([C:7]2[N:12]=[C:11]([C:13]([Cl:18])=[O:15])[CH:10]=[CH:9][CH:8]=2)[CH:6]=[CH:5][CH:4]=[CH:3][CH:2]=1, predict the reactants needed to synthesize it. The reactants are: [C:1]1([C:7]2[N:12]=[C:11]([C:13]([OH:15])=O)[CH:10]=[CH:9][CH:8]=2)[CH:6]=[CH:5][CH:4]=[CH:3][CH:2]=1.S(Cl)([Cl:18])=O. (3) Given the product [Cl:1][C:2]1[CH:7]=[C:6]([F:8])[C:5]([I:17])=[C:4]([F:9])[C:3]=1[O:10][CH3:11], predict the reactants needed to synthesize it. The reactants are: [Cl:1][C:2]1[CH:7]=[C:6]([F:8])[CH:5]=[C:4]([F:9])[C:3]=1[O:10][CH3:11].C([Li])CCC.[I:17]I. (4) Given the product [O:1]1[C:5]2[CH:6]=[CH:7][CH:8]=[CH:9][C:4]=2[CH:3]=[C:2]1[C:10]1[N:14]2[N:15]=[C:16]([NH:20][CH2:21][C@@H:22]([C:24]3[CH:29]=[CH:28][CH:27]=[CH:26][CH:25]=3)[OH:23])[CH:17]=[CH:18][C:13]2=[N:12][CH:11]=1, predict the reactants needed to synthesize it. The reactants are: [O:1]1[C:5]2[CH:6]=[CH:7][CH:8]=[CH:9][C:4]=2[CH:3]=[C:2]1[C:10]1[N:14]2[N:15]=[C:16](Cl)[CH:17]=[CH:18][C:13]2=[N:12][CH:11]=1.[NH2:20][CH2:21][C@@H:22]([C:24]1[CH:29]=[CH:28][CH:27]=[CH:26][CH:25]=1)[OH:23].[Cl-].[NH4+].